Dataset: Peptide-MHC class I binding affinity with 185,985 pairs from IEDB/IMGT. Task: Regression. Given a peptide amino acid sequence and an MHC pseudo amino acid sequence, predict their binding affinity value. This is MHC class I binding data. The peptide sequence is FLPSDYFPSL. The MHC is HLA-A02:02 with pseudo-sequence HLA-A02:02. The binding affinity (normalized) is 0.787.